Task: Predict the reactants needed to synthesize the given product.. Dataset: Retrosynthesis with 50K atom-mapped reactions and 10 reaction types from USPTO (1) Given the product Cc1cccc(C)c1NC(=O)Nc1cc2ccccc2cc1C(=O)N(CC(=O)OCc1ccccc1)C1CCCC1, predict the reactants needed to synthesize it. The reactants are: Cc1cccc(C)c1N=C=O.Nc1cc2ccccc2cc1C(=O)N(CC(=O)OCc1ccccc1)C1CCCC1. (2) Given the product CCOc1cc(C(C)(C)C)ccc1C1=N[C@@](C)(c2ccc(Cl)cc2)[C@@](C)(c2ccc(Cl)cc2)N1C(=O)c1ccc(Cl)cc1, predict the reactants needed to synthesize it. The reactants are: CCOc1cc(C(C)(C)C)ccc1C1=NC(C)(c2ccc(Cl)cc2)C(C)(c2ccc(Cl)cc2)N1.O=C(Cl)c1ccc(Cl)cc1. (3) Given the product CN(Cc1ccccc1)c1ccc(CNC(=O)c2ccc3ncccc3c2)cc1, predict the reactants needed to synthesize it. The reactants are: C=O.O=C(NCc1ccc(NCc2ccccc2)cc1)c1ccc2ncccc2c1. (4) Given the product CC(C)N(C)c1nc2cc(C(=O)O)ccc2nc1-c1ccc2c(c1)OCCCO2, predict the reactants needed to synthesize it. The reactants are: COC(=O)c1ccc2nc(-c3ccc4c(c3)OCCCO4)c(N(C)C(C)C)nc2c1. (5) Given the product CC(=O)NCC1CN(c2ccc3c(c2)CNCCO3)C(=O)O1, predict the reactants needed to synthesize it. The reactants are: CC(=O)NCC1CN(c2ccc3c(c2)CN(C(=O)OC(C)(C)C)CCO3)C(=O)O1. (6) The reactants are: CO.O=C(O)c1cccc(F)c1F. Given the product COC(=O)c1cccc(F)c1F, predict the reactants needed to synthesize it. (7) Given the product C=CCc1c(C(=O)Nc2ccccc2[NH3+])c2ccccc2n1S(=O)(=O)c1ccc(C)cc1, predict the reactants needed to synthesize it. The reactants are: C=CCc1c(C(=O)Nc2ccccc2NC(=O)OC(C)(C)C)c2ccccc2n1S(=O)(=O)c1ccc(C)cc1.Cl.